Dataset: Forward reaction prediction with 1.9M reactions from USPTO patents (1976-2016). Task: Predict the product of the given reaction. (1) Given the reactants Br[C:2]1[CH:3]=[C:4]([CH3:9])[C:5]([Cl:8])=[N:6][CH:7]=1.C([O-])([O-])=O.[Cs+].[Cs+].N1C=CC=CC=1C(O)=O.[C:25]([O:33][CH2:34][CH3:35])(=[O:32])[CH2:26][C:27]([O:29][CH2:30][CH3:31])=[O:28], predict the reaction product. The product is: [Cl:8][C:5]1[N:6]=[CH:7][C:2]([CH:26]([C:27]([O:29][CH2:30][CH3:31])=[O:28])[C:25]([O:33][CH2:34][CH3:35])=[O:32])=[CH:3][C:4]=1[CH3:9]. (2) Given the reactants [CH3:1][CH:2]([CH2:5][O:6][CH2:7][CH2:8][CH2:9][CH2:10][CH:11]([CH3:13])[CH3:12])[CH:3]=[O:4].[OH:14][CH2:15]/C=C(/C)\CCC=C(C)C, predict the reaction product. The product is: [CH3:13][CH:11]([CH3:12])[CH2:10][CH2:9][CH2:8][CH2:7][O:6][CH2:5][CH2:2][CH2:3][CH:15]=[O:14].[CH3:1][CH:2]([CH2:5][O:6][CH2:7][CH2:8][CH2:9][CH2:10][CH:11]([CH3:13])[CH3:12])[CH:3]=[O:4]. (3) Given the reactants [Cl:1][C:2]1[CH:3]=[CH:4][C:5]([C:23]([F:26])([F:25])[F:24])=[C:6]([C:8]2[C:9]3[C:21](=[O:22])[CH2:20][CH2:19][C:10]=3[N:11]([CH2:15][C:16](O)=[O:17])[C:12](=[O:14])[CH:13]=2)[CH:7]=1.[NH2:27][C:28]1[CH:33]=[CH:32][C:31]([C:34]2[N:38]([C:39]([O:41][C:42]([CH3:45])([CH3:44])[CH3:43])=[O:40])[NH:37][C:36](=[O:46])[CH:35]=2)=[CH:30][CH:29]=1, predict the reaction product. The product is: [Cl:1][C:2]1[CH:3]=[CH:4][C:5]([C:23]([F:26])([F:24])[F:25])=[C:6]([C:8]2[C:9]3[C:21](=[O:22])[CH2:20][CH2:19][C:10]=3[N:11]([CH2:15][C:16]([NH:27][C:28]3[CH:33]=[CH:32][C:31]([C:34]4[N:38]([C:39]([O:41][C:42]([CH3:43])([CH3:45])[CH3:44])=[O:40])[NH:37][C:36](=[O:46])[CH:35]=4)=[CH:30][CH:29]=3)=[O:17])[C:12](=[O:14])[CH:13]=2)[CH:7]=1. (4) Given the reactants [C:1]([N:3]1[CH2:8][CH2:7][CH:6]([N:9]([CH:23]2[CH2:25][CH2:24]2)[C:10](=[O:22])[C:11]2[CH:16]=[CH:15][C:14]([C:17]3[O:21][CH:20]=[N:19][CH:18]=3)=[CH:13][CH:12]=2)[CH2:5][CH2:4]1)#[N:2].[CH2:26]([O:28][C:29](=[O:34])[C:30]([NH:32][OH:33])=N)[CH3:27], predict the reaction product. The product is: [CH2:26]([O:28][C:29]([C:30]1[N:2]=[C:1]([N:3]2[CH2:4][CH2:5][CH:6]([N:9]([CH:23]3[CH2:25][CH2:24]3)[C:10](=[O:22])[C:11]3[CH:12]=[CH:13][C:14]([C:17]4[O:21][CH:20]=[N:19][CH:18]=4)=[CH:15][CH:16]=3)[CH2:7][CH2:8]2)[O:33][N:32]=1)=[O:34])[CH3:27]. (5) Given the reactants [C:1]([CH2:3][C:4]([N:6]([CH3:19])[C:7](=[O:18])[NH:8][CH2:9][C:10]1[CH:15]=[CH:14][CH:13]=[CH:12][C:11]=1[N+:16]#[C-:17])=[O:5])#[N:2].[OH-].[Na+], predict the reaction product. The product is: [NH2:2][C:1]1[N:8]([CH2:9][C:10]2[CH:15]=[CH:14][CH:13]=[CH:12][C:11]=2[N+:16]#[C-:17])[C:7](=[O:18])[N:6]([CH3:19])[C:4](=[O:5])[CH:3]=1.